This data is from Reaction yield outcomes from USPTO patents with 853,638 reactions. The task is: Predict the reaction yield, written as a fraction of the theoretical maximum amount of product (1.0 means a 100% yield; for example, 0.34 means a 34% yield). (1) The reactants are C[Si]([N-][Si](C)(C)C)(C)C.[Li+].C[O:12][C:13]([C:15]1[C:23]2[C:18](=[N:19][CH:20]=[C:21]([Br:24])[CH:22]=2)[N:17]([S:25]([C:28]2[CH:33]=[CH:32][CH:31]=[CH:30][CH:29]=2)(=[O:27])=[O:26])[C:16]=1[CH2:34][N:35]([CH2:46][C:47]#[N:48])S(C1C=CC(C)=CC=1)(=O)=O)=O. The catalyst is C1COCC1. The product is [C:28]1([S:25]([N:17]2[C:16]3[CH:34]=[N:35][C:46]([C:47]#[N:48])=[C:13]([OH:12])[C:15]=3[C:23]3[CH:22]=[C:21]([Br:24])[CH:20]=[N:19][C:18]2=3)(=[O:27])=[O:26])[CH:29]=[CH:30][CH:31]=[CH:32][CH:33]=1. The yield is 0.720. (2) The reactants are [Br:1][C:2]1[CH:3]=[C:4]([S:10](Cl)(=[O:12])=[O:11])[CH:5]=[CH:6][C:7]=1[O:8][CH3:9].C(N(CC)CC)C.[C:21]([NH2:25])([CH3:24])([CH3:23])[CH3:22].C(O)(=O)CC(CC(O)=O)(C(O)=O)O. The catalyst is ClCCl. The product is [Br:1][C:2]1[CH:3]=[C:4]([S:10]([NH:25][C:21]([CH3:24])([CH3:23])[CH3:22])(=[O:12])=[O:11])[CH:5]=[CH:6][C:7]=1[O:8][CH3:9]. The yield is 0.770. (3) The reactants are [H-].C([Al+]CC(C)C)C(C)C.[N:11]1([C:24]([O:26][C:27]([CH3:30])([CH3:29])[CH3:28])=[O:25])[C:19]2[C:14](=[CH:15][CH:16]=[C:17]([C:20](OC)=[O:21])[CH:18]=2)[CH:13]=[CH:12]1. The catalyst is C1(C)C=CC=CC=1. The yield is 0.550. The product is [OH:21][CH2:20][C:17]1[CH:18]=[C:19]2[C:14]([CH:13]=[CH:12][N:11]2[C:24]([O:26][C:27]([CH3:30])([CH3:29])[CH3:28])=[O:25])=[CH:15][CH:16]=1.